From a dataset of Forward reaction prediction with 1.9M reactions from USPTO patents (1976-2016). Predict the product of the given reaction. (1) The product is: [C:3]([O:7][C:8]([N:10]1[CH2:15][CH2:14][CH:13]([O:16][C:23]2[N:28]=[CH:27][N:26]=[C:25]3[N:29]([C:32]4[CH:37]=[CH:36][C:35]([S:38]([CH3:41])(=[O:40])=[O:39])=[CH:34][C:33]=4[F:42])[N:30]=[CH:31][C:24]=23)[CH2:12][CH2:11]1)=[O:9])([CH3:6])([CH3:4])[CH3:5]. Given the reactants [H-].[Na+].[C:3]([O:7][C:8]([N:10]1[CH2:15][CH2:14][CH:13]([OH:16])[CH2:12][CH2:11]1)=[O:9])([CH3:6])([CH3:5])[CH3:4].C1COCC1.Cl[C:23]1[N:28]=[CH:27][N:26]=[C:25]2[N:29]([C:32]3[CH:37]=[CH:36][C:35]([S:38]([CH3:41])(=[O:40])=[O:39])=[CH:34][C:33]=3[F:42])[N:30]=[CH:31][C:24]=12, predict the reaction product. (2) The product is: [CH3:1][C:2]1([C:9]([Cl:20])=[O:11])[CH:6]2[CH2:7][CH2:8][CH:3]1[CH2:4][CH2:5]2. Given the reactants [CH3:1][C:2]1([C:9]([OH:11])=O)[CH:6]2[CH2:7][CH2:8][CH:3]1[CH2:4][CH2:5]2.CN(C=O)C.C(Cl)(=O)C([Cl:20])=O, predict the reaction product. (3) Given the reactants [H-].[Al+3].[Li+].[H-].[H-].[H-].[CH3:7][C:8]1[NH:9][CH:10]=[C:11]([CH3:23])[C:12]=1[CH2:13][CH2:14][C:15]([N:17]1[CH2:22][CH2:21][O:20][CH2:19][CH2:18]1)=O, predict the reaction product. The product is: [CH3:7][C:8]1[NH:9][CH:10]=[C:11]([CH3:23])[C:12]=1[CH2:13][CH2:14][CH2:15][N:17]1[CH2:18][CH2:19][O:20][CH2:21][CH2:22]1. (4) The product is: [NH2:19][CH:15]1[CH2:16][CH2:17][CH2:18][CH:13]([C:7]2[CH:6]=[CH:5][C:4]([C:1]([NH2:2])=[O:3])=[C:12]3[C:8]=2[CH:9]=[CH:10][NH:11]3)[CH2:14]1. Given the reactants [C:1]([C:4]1[CH:5]=[CH:6][C:7]([CH:13]2[CH2:18][CH2:17][CH2:16][CH:15]([NH:19]C(=O)OC(C)(C)C)[CH2:14]2)=[C:8]2[C:12]=1[NH:11][CH:10]=[CH:9]2)(=[O:3])[NH2:2], predict the reaction product. (5) Given the reactants [OH:1][C:2]1[CH:7]=[CH:6][C:5]([N:8]2[CH2:13][CH2:12][NH:11][CH2:10][CH2:9]2)=[CH:4][CH:3]=1.[C:14](O[C:14]([O:16][C:17]([CH3:20])([CH3:19])[CH3:18])=[O:15])([O:16][C:17]([CH3:20])([CH3:19])[CH3:18])=[O:15], predict the reaction product. The product is: [C:17]([O:16][C:14]([N:11]1[CH2:12][CH2:13][N:8]([C:5]2[CH:4]=[CH:3][C:2]([OH:1])=[CH:7][CH:6]=2)[CH2:9][CH2:10]1)=[O:15])([CH3:20])([CH3:19])[CH3:18]. (6) Given the reactants [C:1]([O:5][C@@H:6]([C:11]1[C:12](I)=[C:13]2[CH:20]=[CH:19][N:18]([CH2:21][C:22]3[CH:27]=[CH:26][C:25]([F:28])=[C:24]([F:29])[CH:23]=3)[C:14]2=[N:15][C:16]=1[CH3:17])[C:7]([O:9]C)=[O:8])([CH3:4])([CH3:3])[CH3:2].[CH3:31][C:32]1([CH3:50])[C:36]2[CH:37]=[C:38](B3OC(C)(C)C(C)(C)O3)[CH:39]=[CH:40][C:35]=2[O:34][CH2:33]1, predict the reaction product. The product is: [C:1]([O:5][C@@H:6]([C:11]1[C:12]([C:38]2[CH:39]=[CH:40][C:35]3[O:34][CH2:33][C:32]([CH3:31])([CH3:50])[C:36]=3[CH:37]=2)=[C:13]2[CH:20]=[CH:19][N:18]([CH2:21][C:22]3[CH:27]=[CH:26][C:25]([F:28])=[C:24]([F:29])[CH:23]=3)[C:14]2=[N:15][C:16]=1[CH3:17])[C:7]([OH:9])=[O:8])([CH3:2])([CH3:3])[CH3:4].